Task: Predict the reactants needed to synthesize the given product.. Dataset: Full USPTO retrosynthesis dataset with 1.9M reactions from patents (1976-2016) Given the product [NH2:4][C@:5]1([C:22]([OH:23])=[O:46])[C@@H:9]([CH2:10][CH2:11][CH2:12][B:13]([OH:14])[OH:17])[CH2:8][N:7]([CH2:42][C:38]2[CH:37]=[N:36][CH:41]=[CH:40][CH:39]=2)[CH2:6]1, predict the reactants needed to synthesize it. The reactants are: C([NH:4][C@:5]1([C:22](NC(C)(C)C)=[O:23])[C@@H:9]([CH2:10][CH2:11][CH2:12][B:13]2[O:17]C(C)(C)C(C)(C)[O:14]2)[CH2:8][NH:7][CH2:6]1)(=O)C.S([O-])([O-])(=O)=O.[Na+].[Na+].[N:36]1[CH:41]=[CH:40][CH:39]=[C:38]([CH:42]=O)[CH:37]=1.C(O[BH-](OC(=O)C)OC(=O)C)(=[O:46])C.[Na+].C(=O)([O-])[O-].[Na+].[Na+].